From a dataset of Reaction yield outcomes from USPTO patents with 853,638 reactions. Predict the reaction yield, written as a fraction of the theoretical maximum amount of product (1.0 means a 100% yield; for example, 0.34 means a 34% yield). (1) The reactants are [NH:1]1[CH2:6][CH2:5][O:4][CH2:3][CH2:2]1.C([O-])([O-])=O.[K+].[K+].Br[CH2:14][C:15]([C:17]1[CH:22]=[CH:21][C:20]([Br:23])=[CH:19][CH:18]=1)=[O:16]. The catalyst is CC#N.O. The product is [Br:23][C:20]1[CH:21]=[CH:22][C:17]([C:15](=[O:16])[CH2:14][N:1]2[CH2:6][CH2:5][O:4][CH2:3][CH2:2]2)=[CH:18][CH:19]=1. The yield is 0.385. (2) The reactants are S(Cl)(Cl)=O.[F:5][C:6]1[CH:14]=[C:13]([N+:15]([O-:17])=[O:16])[CH:12]=[CH:11][C:7]=1[C:8](O)=[O:9].[CH3:18][N:19](C=O)C. No catalyst specified. The product is [CH3:18][NH:19][C:8](=[O:9])[C:7]1[CH:11]=[CH:12][C:13]([N+:15]([O-:17])=[O:16])=[CH:14][C:6]=1[F:5]. The yield is 0.850.